Dataset: Forward reaction prediction with 1.9M reactions from USPTO patents (1976-2016). Task: Predict the product of the given reaction. (1) Given the reactants Br[C:2]1[CH:7]=[CH:6][C:5]([CH:8]2[CH2:16][CH2:15][CH2:14][CH:13]3[N:9]2[CH2:10][CH2:11][CH2:12]3)=[CH:4][CH:3]=1.[N+:17]([C:20]1[CH:25]=[CH:24][C:23]([SH:26])=[CH:22][CH:21]=1)([O-:19])=[O:18].C(=O)([O-])[O-].[K+].[K+], predict the reaction product. The product is: [N+:17]([C:20]1[CH:25]=[CH:24][C:23]([S:26][C:2]2[CH:7]=[CH:6][C:5]([CH:8]3[CH2:16][CH2:15][CH2:14][CH:13]4[N:9]3[CH2:10][CH2:11][CH2:12]4)=[CH:4][CH:3]=2)=[CH:22][CH:21]=1)([O-:19])=[O:18]. (2) Given the reactants [F:1][C:2]1[CH:7]=[CH:6][C:5]([Mg]Br)=[CH:4][CH:3]=1.[Br:10][C:11]1[C:12]([F:23])=[C:13]([CH:20]=[CH:21][CH:22]=1)[C:14](N(OC)C)=[O:15].Cl, predict the reaction product. The product is: [Br:10][C:11]1[C:12]([F:23])=[C:13]([C:14]([C:5]2[CH:6]=[CH:7][C:2]([F:1])=[CH:3][CH:4]=2)=[O:15])[CH:20]=[CH:21][CH:22]=1. (3) Given the reactants [C:1]([C:5]1[CH:10]=[CH:9][C:8]([S:11]([N:14]2[C:20]3[CH:21]=[C:22]([C:25]([O:27]C)=[O:26])[CH:23]=[CH:24][C:19]=3[NH:18][C:17]3[N:29]=[C:30]([C:33]([F:36])([F:35])[F:34])[CH:31]=[CH:32][C:16]=3[CH2:15]2)(=[O:13])=[O:12])=[CH:7][CH:6]=1)([CH3:4])([CH3:3])[CH3:2].O.Cl.[OH-].[Na+], predict the reaction product. The product is: [C:1]([C:5]1[CH:6]=[CH:7][C:8]([S:11]([N:14]2[C:20]3[CH:21]=[C:22]([C:25]([OH:27])=[O:26])[CH:23]=[CH:24][C:19]=3[NH:18][C:17]3[N:29]=[C:30]([C:33]([F:35])([F:34])[F:36])[CH:31]=[CH:32][C:16]=3[CH2:15]2)(=[O:12])=[O:13])=[CH:9][CH:10]=1)([CH3:4])([CH3:2])[CH3:3]. (4) Given the reactants [F:1][C:2]1[CH:13]=[CH:12][C:5]([CH2:6][N:7]([CH3:11])[C:8](=[O:10])[CH3:9])=[CH:4][CH:3]=1.[Li+].C[Si]([N-][Si](C)(C)C)(C)C.[C:24](OC)(=[O:29])[C:25]([O:27][CH3:28])=[O:26].Cl, predict the reaction product. The product is: [CH3:28][O:27][C:25](=[O:26])[C:24]([OH:29])=[CH:9][C:8](=[O:10])[N:7]([CH2:6][C:5]1[CH:4]=[CH:3][C:2]([F:1])=[CH:13][CH:12]=1)[CH3:11]. (5) Given the reactants C(O[C:6](=O)[N:7]([C@H:9]([C:11](=[O:50])[NH:12][C@@H:13]1[C:19](=[O:20])[N:18]([CH2:21][C:22]2[C:31]3[C:26](=[C:27]([Br:32])[CH:28]=[CH:29][CH:30]=3)[CH:25]=[CH:24][C:23]=2[O:33][CH3:34])[C:17]2[CH:35]=[CH:36][CH:37]=[CH:38][C:16]=2[N:15]([C:39](=[O:49])[C:40]2[CH:45]=[CH:44][C:43]([CH:46]([OH:48])[CH3:47])=[CH:42][CH:41]=2)[CH2:14]1)[CH3:10])C)(C)(C)C.Cl, predict the reaction product. The product is: [Br:32][C:27]1[CH:28]=[CH:29][CH:30]=[C:31]2[C:26]=1[CH:25]=[CH:24][C:23]([O:33][CH3:34])=[C:22]2[CH2:21][N:18]1[C:19](=[O:20])[C@@H:13]([NH:12][C:11](=[O:50])[C@@H:9]([NH:7][CH3:6])[CH3:10])[CH2:14][N:15]([C:39](=[O:49])[C:40]2[CH:41]=[CH:42][C:43]([CH:46]([OH:48])[CH3:47])=[CH:44][CH:45]=2)[C:16]2[CH:38]=[CH:37][CH:36]=[CH:35][C:17]1=2. (6) Given the reactants [NH2:1][C:2]1[CH:3]=[C:4]([C:23]2[CH:28]=[CH:27][C:26]([F:29])=[C:25]([F:30])[CH:24]=2)[CH:5]=[CH:6][C:7]=1[C:8]([NH:10][C@H:11]([C:19]([O:21][CH3:22])=[O:20])[C@@H:12]([CH3:18])[O:13][C:14]([CH3:17])([CH3:16])[CH3:15])=[O:9].[Br:31][C:32]1[CH:33]=[C:34]([CH3:42])[C:35]([N:39]=[C:40]=[O:41])=[C:36]([CH3:38])[CH:37]=1.CCCCCC.C(OCC)(=O)C, predict the reaction product. The product is: [Br:31][C:32]1[CH:37]=[C:36]([CH3:38])[C:35]([NH:39][C:40]([NH:1][C:2]2[CH:3]=[C:4]([C:23]3[CH:28]=[CH:27][C:26]([F:29])=[C:25]([F:30])[CH:24]=3)[CH:5]=[CH:6][C:7]=2[C:8]([NH:10][C@H:11]([C:19]([O:21][CH3:22])=[O:20])[C@@H:12]([CH3:18])[O:13][C:14]([CH3:17])([CH3:16])[CH3:15])=[O:9])=[O:41])=[C:34]([CH3:42])[CH:33]=1.